Dataset: Catalyst prediction with 721,799 reactions and 888 catalyst types from USPTO. Task: Predict which catalyst facilitates the given reaction. Reactant: [C:1]([O:5][C:6]([N:8]([C:16]([O:18][C:19]([CH3:22])([CH3:21])[CH3:20])=[O:17])[C:9]1[CH:14]=[N:13][CH:12]=[C:11](Br)[N:10]=1)=[O:7])([CH3:4])([CH3:3])[CH3:2].CC([O-])=O.[K+].[CH3:28][C:29]1([CH3:45])[C:33]([CH3:35])([CH3:34])[O:32][B:31]([B:31]2[O:32][C:33]([CH3:35])([CH3:34])[C:29]([CH3:45])([CH3:28])[O:30]2)[O:30]1.CC(C1C=C(C(C)C)C(C2C=CC=CC=2P(C2CCCCC2)C2CCCCC2)=C(C(C)C)C=1)C. Product: [C:6]([N:8]([C:16]([O:18][C:19]([CH3:22])([CH3:21])[CH3:20])=[O:17])[C:9]1[CH:14]=[N:13][CH:12]=[C:11]([B:31]2[O:32][C:33]([CH3:35])([CH3:34])[C:29]([CH3:45])([CH3:28])[O:30]2)[N:10]=1)([O:5][C:1]([CH3:4])([CH3:3])[CH3:2])=[O:7]. The catalyst class is: 12.